Dataset: Reaction yield outcomes from USPTO patents with 853,638 reactions. Task: Predict the reaction yield, written as a fraction of the theoretical maximum amount of product (1.0 means a 100% yield; for example, 0.34 means a 34% yield). The reactants are [CH2:1]([N:8]1[CH2:17][CH2:16][C:15]2[C:14](=O)[NH:13][CH:12]=[N:11][C:10]=2[CH2:9]1)[C:2]1[CH:7]=[CH:6][CH:5]=[CH:4][CH:3]=1.O=P(Cl)(Cl)[Cl:21].CN(C)C1C=CC=CC=1.C([O-])(O)=O.[Na+]. The catalyst is ClCCCl.C(OCC)(=O)C.O. The product is [CH2:1]([N:8]1[CH2:17][CH2:16][C:15]2[C:14]([Cl:21])=[N:13][CH:12]=[N:11][C:10]=2[CH2:9]1)[C:2]1[CH:7]=[CH:6][CH:5]=[CH:4][CH:3]=1. The yield is 0.380.